This data is from Forward reaction prediction with 1.9M reactions from USPTO patents (1976-2016). The task is: Predict the product of the given reaction. (1) Given the reactants [CH2:1]([N:8]1[CH2:13][CH2:12][CH:11]([NH:14][C:15]2[CH:23]=[C:22]3[C:18]([CH2:19][CH2:20][N:21]3[C:24](=[O:26])[CH3:25])=[CH:17][CH:16]=2)[CH2:10][CH2:9]1)[C:2]1[CH:7]=[CH:6][CH:5]=[CH:4][CH:3]=1.[CH2:27]([O:29][P:30]([CH2:35][C:36](OC)=[O:37])([O:32][CH2:33][CH3:34])=[O:31])[CH3:28], predict the reaction product. The product is: [CH2:33]([O:32][P:30]([CH2:35][C:36](=[O:37])[N:14]([C:15]1[CH:23]=[C:22]2[C:18]([CH2:19][CH2:20][N:21]2[C:24](=[O:26])[CH3:25])=[CH:17][CH:16]=1)[CH:11]1[CH2:12][CH2:13][N:8]([CH2:1][C:2]2[CH:3]=[CH:4][CH:5]=[CH:6][CH:7]=2)[CH2:9][CH2:10]1)(=[O:31])[O:29][CH2:27][CH3:28])[CH3:34]. (2) Given the reactants [CH:1]([O:4][C:5]1[CH:10]=[CH:9][C:8]([S:11]([CH3:14])(=[O:13])=[O:12])=[CH:7][C:6]=1[NH2:15])([CH3:3])[CH3:2].C([O-])(O)=O.[Na+].[C:21](Cl)(Cl)=[S:22], predict the reaction product. The product is: [CH:1]([O:4][C:5]1[CH:10]=[CH:9][C:8]([S:11]([CH3:14])(=[O:12])=[O:13])=[CH:7][C:6]=1[N:15]=[C:21]=[S:22])([CH3:3])[CH3:2]. (3) Given the reactants [Br:1][C:2]1[CH:7]=[CH:6][C:5]([C:8]2[S:12][C:11]([C:13](=[O:25])[CH:14]=[CH:15][C:16]3[CH:21]=[CH:20][C:19]([OH:22])=[C:18]([Cl:23])[C:17]=3[Cl:24])=[CH:10][CH:9]=2)=[CH:4][CH:3]=1.C([SiH](CC)CC)C.FC(F)(F)C(O)=O, predict the reaction product. The product is: [Br:1][C:2]1[CH:3]=[CH:4][C:5]([C:8]2[S:12][C:11]([C:13](=[O:25])[CH2:14][CH2:15][C:16]3[CH:21]=[CH:20][C:19]([OH:22])=[C:18]([Cl:23])[C:17]=3[Cl:24])=[CH:10][CH:9]=2)=[CH:6][CH:7]=1. (4) Given the reactants Cl[C:2](Cl)(Cl)[C:3](=N)[O:4][CH2:5][C:6]1[CH:11]=[C:10]([F:12])[C:9]([Br:13])=[CH:8][C:7]=1[Cl:14].[C:18]12(O)[CH2:27]C3C[CH:24]([CH2:26][CH:20]([CH2:21]3)[CH2:19]1)[CH2:25]2.FC(F)(F)S(O)(=O)=O, predict the reaction product. The product is: [Br:13][C:9]1[C:10]([F:12])=[CH:11][C:6]([CH2:5][O:4][C:3]23[CH2:27][CH:18]4[CH2:19][CH:20]([CH2:26][CH:24]([CH2:25]4)[CH2:2]2)[CH2:21]3)=[C:7]([Cl:14])[CH:8]=1. (5) Given the reactants [CH2:1]([O:4][C:5]([N:7]1[C@@H:12]([CH3:13])[CH:11]=[C:10]([C:14]2[N:15]=[C:16]([S:19][C:20]3[C@H:26]([CH3:27])[C@H:25]4[N:22]([C:23](=[O:35])[C@@H:24]4[C@H:28]([O:30][Si](C)(C)C)[CH3:29])[C:21]=3[C:36]([O:38][CH2:39][CH:40]=[CH2:41])=[O:37])[S:17][CH:18]=2)[CH2:9][CH2:8]1)=[O:6])[CH:2]=[CH2:3].O.Cl.C(=O)([O-])O.[Na+], predict the reaction product. The product is: [CH2:1]([O:4][C:5]([N:7]1[C@@H:12]([CH3:13])[CH:11]=[C:10]([C:14]2[N:15]=[C:16]([S:19][C:20]3[C@H:26]([CH3:27])[C@H:25]4[N:22]([C:23](=[O:35])[C@@H:24]4[C@H:28]([OH:30])[CH3:29])[C:21]=3[C:36]([O:38][CH2:39][CH:40]=[CH2:41])=[O:37])[S:17][CH:18]=2)[CH2:9][CH2:8]1)=[O:6])[CH:2]=[CH2:3]. (6) The product is: [CH3:1][O:2][C:3]([C:5]1([C:11]2[CH:16]=[CH:15][CH:14]=[CH:13][CH:12]=2)[CH2:6][CH2:7][N:8]([CH2:19][CH2:20][CH2:21][NH2:22])[CH2:9][CH2:10]1)=[O:4]. Given the reactants [CH3:1][O:2][C:3]([C:5]1([C:11]2[CH:16]=[CH:15][CH:14]=[CH:13][CH:12]=2)[CH2:10][CH2:9][NH:8][CH2:7][CH2:6]1)=[O:4].Br.Br[CH2:19][CH2:20][CH2:21][NH2:22].C(=O)([O-])[O-].[K+].[K+], predict the reaction product.